Dataset: Experimentally validated miRNA-target interactions with 360,000+ pairs, plus equal number of negative samples. Task: Binary Classification. Given a miRNA mature sequence and a target amino acid sequence, predict their likelihood of interaction. The miRNA is mmu-miR-362-5p with sequence AAUCCUUGGAACCUAGGUGUGAAU. The protein sequence of the target gene is MSSNRSQNPHGLKQIGLDQIWDDLRAGIQQVYTRQSMAKSRYMELYTHVYNYCTSVHQSNQARGAGVPPSKSKKGQTPGGAQFVGLELYKRLKEFLKNYLTNLLKDGEDLMDESVLKFYTQQWEDYRFSSKVLNGICAYLNRHWVRRECDEGRKGIYEIYSLALVTWRDCLFRPLNKQVTNAVLKLIEKERNGETINTRLISGVVQSYVELGLNEDDAFAKGPTLTVYKESFESQFLADTERFYTRESTEFLQQNPVTEYMKKAEARLLEEQRRVQVYLHESTQDELARKCEQVLIEKHL.... Result: 1 (interaction).